From a dataset of Reaction yield outcomes from USPTO patents with 853,638 reactions. Predict the reaction yield, written as a fraction of the theoretical maximum amount of product (1.0 means a 100% yield; for example, 0.34 means a 34% yield). (1) The reactants are [C:1]1([CH:7]([C:17]2[CH:22]=[CH:21][CH:20]=[CH:19][CH:18]=2)[N:8]2[CH2:11][CH:10](CS([O-])(=O)=O)[CH2:9]2)[CH:6]=[CH:5][CH:4]=[CH:3][CH:2]=1.[C:23]([C:27]1[CH:32]=[CH:31][CH:30]=[CH:29][C:28]=1[OH:33])([CH3:26])([CH3:25])[CH3:24].[OH-].[Na+]. The catalyst is [Br-].C([N+](CCCC)(CCCC)CCCC)CCC.C1(C)C=CC=CC=1.C(OCC)(=O)C. The product is [CH:7]([N:8]1[CH2:11][CH:10]([O:33][C:28]2[CH:29]=[CH:30][CH:31]=[CH:32][C:27]=2[C:23]([CH3:26])([CH3:24])[CH3:25])[CH2:9]1)([C:17]1[CH:18]=[CH:19][CH:20]=[CH:21][CH:22]=1)[C:1]1[CH:2]=[CH:3][CH:4]=[CH:5][CH:6]=1. The yield is 0.660. (2) The reactants are [CH3:1][O:2][C:3](=[O:31])[CH:4]([C:16]1[CH:21]=[CH:20][C:19]([O:22][C:23]2[CH:28]=[CH:27][C:26]([CH:29]=O)=[CH:25][CH:24]=2)=[CH:18][CH:17]=1)[CH2:5][C:6]1[CH:11]=[C:10]([O:12][CH3:13])[CH:9]=[C:8]([O:14][CH3:15])[CH:7]=1.[S:32]1[CH2:36][C:35](=[O:37])[NH:34][C:33]1=[O:38].C(O)(=O)C1C=CC=CC=1.N1CCCCC1. The catalyst is C1(C)C=CC=CC=1. The product is [CH3:1][O:2][C:3](=[O:31])[CH:4]([C:16]1[CH:21]=[CH:20][C:19]([O:22][C:23]2[CH:28]=[CH:27][C:26]([CH:29]=[C:36]3[S:32][C:33](=[O:38])[NH:34][C:35]3=[O:37])=[CH:25][CH:24]=2)=[CH:18][CH:17]=1)[CH2:5][C:6]1[CH:11]=[C:10]([O:12][CH3:13])[CH:9]=[C:8]([O:14][CH3:15])[CH:7]=1. The yield is 0.810. (3) The reactants are [CH3:1][C:2]1[CH:7]=[C:6]([O:8]C)[C:5]([C:10]2[CH:15]=[CH:14][CH:13]=[CH:12][CH:11]=2)=[CH:4][C:3]=1[C:16]1[C:25]2[C:20](=[CH:21][CH:22]=[CH:23][C:24]=2[C:26]2[CH:31]=[C:30]([C:32]3[CH:37]=[CH:36][CH:35]=[CH:34][CH:33]=3)[C:29]([O:38]C)=[CH:28][C:27]=2[CH3:40])[CH:19]=[CH:18][CH:17]=1.B(Br)(Br)Br. The catalyst is C(Cl)Cl. The product is [OH:8][C:6]1[C:5]([C:10]2[CH:11]=[CH:12][CH:13]=[CH:14][CH:15]=2)=[CH:4][C:3]([C:16]2[C:25]3[C:20](=[CH:21][CH:22]=[CH:23][C:24]=3[C:26]3[CH:31]=[C:30]([C:32]4[CH:33]=[CH:34][CH:35]=[CH:36][CH:37]=4)[C:29]([OH:38])=[CH:28][C:27]=3[CH3:40])[CH:19]=[CH:18][CH:17]=2)=[C:2]([CH3:1])[CH:7]=1. The yield is 0.890. (4) The reactants are [CH2:1]([O:3][C:4]1[CH:5]=[C:6]([S:10]([C:13]2[S:17][C:16]([NH:18][C:19]3[CH:24]=[C:23]([C:25]#[C:26][CH2:27][O:28][CH3:29])[N:22]=[C:21]([CH3:30])[N:20]=3)=[N:15][CH:14]=2)(=[O:12])=[O:11])[CH:7]=[CH:8][CH:9]=1)[CH3:2]. The catalyst is C1COCC1.CCOC(C)=O.[Pd]. The product is [CH2:1]([O:3][C:4]1[CH:5]=[C:6]([S:10]([C:13]2[S:17][C:16]([NH:18][C:19]3[CH:24]=[C:23]([CH2:25][CH2:26][CH2:27][O:28][CH3:29])[N:22]=[C:21]([CH3:30])[N:20]=3)=[N:15][CH:14]=2)(=[O:12])=[O:11])[CH:7]=[CH:8][CH:9]=1)[CH3:2]. The yield is 0.930.